This data is from Retrosynthesis with 50K atom-mapped reactions and 10 reaction types from USPTO. The task is: Predict the reactants needed to synthesize the given product. Given the product CN(C)C1(C#N)CCN(Cc2ccccc2)CC1, predict the reactants needed to synthesize it. The reactants are: CNC.O=C1CCN(Cc2ccccc2)CC1.[C-]#N.